Dataset: NCI-60 drug combinations with 297,098 pairs across 59 cell lines. Task: Regression. Given two drug SMILES strings and cell line genomic features, predict the synergy score measuring deviation from expected non-interaction effect. (1) Drug 1: C1=NC2=C(N=C(N=C2N1C3C(C(C(O3)CO)O)F)Cl)N. Drug 2: CCC1(CC2CC(C3=C(CCN(C2)C1)C4=CC=CC=C4N3)(C5=C(C=C6C(=C5)C78CCN9C7C(C=CC9)(C(C(C8N6C)(C(=O)OC)O)OC(=O)C)CC)OC)C(=O)OC)O.OS(=O)(=O)O. Cell line: A498. Synergy scores: CSS=-0.257, Synergy_ZIP=-1.02, Synergy_Bliss=-2.31, Synergy_Loewe=-1.76, Synergy_HSA=-2.07. (2) Drug 1: CC1CCC2CC(C(=CC=CC=CC(CC(C(=O)C(C(C(=CC(C(=O)CC(OC(=O)C3CCCCN3C(=O)C(=O)C1(O2)O)C(C)CC4CCC(C(C4)OC)O)C)C)O)OC)C)C)C)OC. Drug 2: CCC1(C2=C(COC1=O)C(=O)N3CC4=CC5=C(C=CC(=C5CN(C)C)O)N=C4C3=C2)O.Cl. Cell line: 786-0. Synergy scores: CSS=32.4, Synergy_ZIP=-3.92, Synergy_Bliss=2.15, Synergy_Loewe=-9.12, Synergy_HSA=3.39. (3) Drug 1: CC1=C2C(C(=O)C3(C(CC4C(C3C(C(C2(C)C)(CC1OC(=O)C(C(C5=CC=CC=C5)NC(=O)OC(C)(C)C)O)O)OC(=O)C6=CC=CC=C6)(CO4)OC(=O)C)OC)C)OC. Drug 2: C1=CC(=CC=C1CCCC(=O)O)N(CCCl)CCCl. Cell line: OVCAR3. Synergy scores: CSS=46.1, Synergy_ZIP=-6.97, Synergy_Bliss=-8.09, Synergy_Loewe=-19.6, Synergy_HSA=-3.81. (4) Drug 1: CC(C)CN1C=NC2=C1C3=CC=CC=C3N=C2N. Drug 2: CC1CCCC2(C(O2)CC(NC(=O)CC(C(C(=O)C(C1O)C)(C)C)O)C(=CC3=CSC(=N3)C)C)C. Cell line: 786-0. Synergy scores: CSS=49.1, Synergy_ZIP=6.64, Synergy_Bliss=5.08, Synergy_Loewe=-7.81, Synergy_HSA=3.53. (5) Drug 1: C1CCN(CC1)CCOC2=CC=C(C=C2)C(=O)C3=C(SC4=C3C=CC(=C4)O)C5=CC=C(C=C5)O. Drug 2: CN(CC1=CN=C2C(=N1)C(=NC(=N2)N)N)C3=CC=C(C=C3)C(=O)NC(CCC(=O)O)C(=O)O. Cell line: OVCAR-8. Synergy scores: CSS=26.5, Synergy_ZIP=-0.0815, Synergy_Bliss=0.498, Synergy_Loewe=-29.3, Synergy_HSA=-1.26. (6) Synergy scores: CSS=39.2, Synergy_ZIP=0.738, Synergy_Bliss=-0.230, Synergy_Loewe=-29.8, Synergy_HSA=-0.798. Drug 1: CN(CC1=CN=C2C(=N1)C(=NC(=N2)N)N)C3=CC=C(C=C3)C(=O)NC(CCC(=O)O)C(=O)O. Drug 2: CCCCCOC(=O)NC1=NC(=O)N(C=C1F)C2C(C(C(O2)C)O)O. Cell line: NCI-H460. (7) Drug 1: CC=C1C(=O)NC(C(=O)OC2CC(=O)NC(C(=O)NC(CSSCCC=C2)C(=O)N1)C(C)C)C(C)C. Drug 2: CC1CCCC2(C(O2)CC(NC(=O)CC(C(C(=O)C(C1O)C)(C)C)O)C(=CC3=CSC(=N3)C)C)C. Cell line: SF-268. Synergy scores: CSS=71.9, Synergy_ZIP=5.07, Synergy_Bliss=3.75, Synergy_Loewe=-1.21, Synergy_HSA=4.87.